From a dataset of Catalyst prediction with 721,799 reactions and 888 catalyst types from USPTO. Predict which catalyst facilitates the given reaction. (1) Reactant: CS(O[CH2:6][C:7]1[N:12]=[CH:11][C:10]2[N:13]=[CH:14][N:15]([C:16]3[S:17][C:18]([C:34](=[O:36])[NH2:35])=[C:19]([O:21][C@@H:22]([C:24]4[CH:29]=[CH:28][CH:27]=[CH:26][C:25]=4[C:30]([F:33])([F:32])[F:31])[CH3:23])[CH:20]=3)[C:9]=2[CH:8]=1)(=O)=O.[CH2:37]([N:40]1[CH2:45][CH2:44][NH:43][CH2:42][CH2:41]1)[CH:38]=[CH2:39]. Product: [CH2:37]([N:40]1[CH2:45][CH2:44][N:43]([CH2:6][C:7]2[N:12]=[CH:11][C:10]3[N:13]=[CH:14][N:15]([C:16]4[S:17][C:18]([C:34]([NH2:35])=[O:36])=[C:19]([O:21][C@@H:22]([C:24]5[CH:29]=[CH:28][CH:27]=[CH:26][C:25]=5[C:30]([F:33])([F:31])[F:32])[CH3:23])[CH:20]=4)[C:9]=3[CH:8]=2)[CH2:42][CH2:41]1)[CH:38]=[CH2:39]. The catalyst class is: 4. (2) Reactant: [F:1][C:2]1[CH:7]=[CH:6][C:5]([C:8]2[CH:13]=[CH:12][CH:11]=[CH:10][C:9]=2[CH2:14][N:15]2[CH:20]=[CH:19][CH:18]=[C:17]([C:21](O)=[O:22])[C:16]2=[O:24])=[CH:4][CH:3]=1.[NH2:25][C@@H:26]([CH2:34][CH2:35][CH2:36][NH:37][C:38]([NH:40][S:41]([C:44]1[C:45]([CH3:58])=[C:46]2[C:51](=[C:52]([CH3:55])[C:53]=1[CH3:54])[O:50][C:49]([CH3:57])([CH3:56])[CH2:48][CH2:47]2)(=[O:43])=[O:42])=[NH:39])[C:27]([O:29][C:30]([CH3:33])([CH3:32])[CH3:31])=[O:28].CN(C(ON1N=NC2C=CC=CC1=2)=[N+](C)C)C.F[P-](F)(F)(F)(F)F.CCN(C(C)C)C(C)C. Product: [F:1][C:2]1[CH:3]=[CH:4][C:5]([C:8]2[CH:13]=[CH:12][CH:11]=[CH:10][C:9]=2[CH2:14][N:15]2[CH:20]=[CH:19][CH:18]=[C:17]([C:21]([NH:25][C@@H:26]([CH2:34][CH2:35][CH2:36][NH:37][C:38]([NH:40][S:41]([C:44]3[C:45]([CH3:58])=[C:46]4[C:51](=[C:52]([CH3:55])[C:53]=3[CH3:54])[O:50][C:49]([CH3:57])([CH3:56])[CH2:48][CH2:47]4)(=[O:42])=[O:43])=[NH:39])[C:27]([O:29][C:30]([CH3:31])([CH3:32])[CH3:33])=[O:28])=[O:22])[C:16]2=[O:24])=[CH:6][CH:7]=1. The catalyst class is: 3. (3) Reactant: [Br:1][C:2]1[CH:7]=[CH:6][N:5]=[C:4]2[NH:8][CH:9]=[C:10]([N+:11]([O-])=O)[C:3]=12.O.O.[Sn](Cl)Cl.[OH-].[Na+]. Product: [Br:1][C:2]1[CH:7]=[CH:6][N:5]=[C:4]2[NH:8][CH:9]=[C:10]([NH2:11])[C:3]=12. The catalyst class is: 201. (4) Reactant: [NH2:1][C:2](=[O:16])[C:3]([NH:6][C:7](=O)[C:8]1[CH:13]=[CH:12][C:11]([Br:14])=[CH:10][CH:9]=1)([CH3:5])[CH3:4].[OH-].[Na+]. Product: [Br:14][C:11]1[CH:12]=[CH:13][C:8]([C:7]2[NH:1][C:2](=[O:16])[C:3]([CH3:5])([CH3:4])[N:6]=2)=[CH:9][CH:10]=1. The catalyst class is: 430. (5) Reactant: [H-].[Al+3].[Li+].[H-].[H-].[H-].[CH3:7][O:8][CH2:9][C@H:10]([CH3:44])[O:11][C:12]1[CH:13]=[C:14]([C:29]2[NH:33][C:32]([C:34]3[S:35][C:36]([C:39](OCC)=[O:40])=[CH:37][N:38]=3)=[CH:31][CH:30]=2)[CH:15]=[C:16]([O:18][C:19]2[CH:24]=[CH:23][C:22]([S:25]([CH3:28])(=[O:27])=[O:26])=[CH:21][CH:20]=2)[CH:17]=1.O.[OH-].[Na+]. Product: [CH3:7][O:8][CH2:9][C@H:10]([CH3:44])[O:11][C:12]1[CH:13]=[C:14]([C:29]2[NH:33][C:32]([C:34]3[S:35][C:36]([CH2:39][OH:40])=[CH:37][N:38]=3)=[CH:31][CH:30]=2)[CH:15]=[C:16]([O:18][C:19]2[CH:24]=[CH:23][C:22]([S:25]([CH3:28])(=[O:27])=[O:26])=[CH:21][CH:20]=2)[CH:17]=1. The catalyst class is: 7. (6) Reactant: [N:1]1[CH:6]=[CH:5][C:4]([CH2:7][NH2:8])=[CH:3][CH:2]=1.[Cl:9][C:10]1[CH:15]=[CH:14][CH:13]=[CH:12][C:11]=1[CH2:16][N:17]1[C:22](=[O:23])[C:21]([C:24]([NH:26][CH2:27][C:28]([O:30]CC)=[O:29])=[O:25])=[C:20]([OH:33])[C:19]([C:34](OC)=[O:35])=[C:18]1[OH:38]. Product: [Cl:9][C:10]1[CH:15]=[CH:14][CH:13]=[CH:12][C:11]=1[CH2:16][N:17]1[C:18]([OH:38])=[C:19]([C:34]([NH:8][CH2:7][C:4]2[CH:5]=[CH:6][N:1]=[CH:2][CH:3]=2)=[O:35])[C:20]([OH:33])=[C:21]([C:24]([NH:26][CH2:27][C:28]([OH:30])=[O:29])=[O:25])[C:22]1=[O:23]. The catalyst class is: 22. (7) Reactant: [O:1]=[C:2]([C:6]1[CH:11]=[CH:10][CH:9]=[CH:8][CH:7]=1)[C:3]([OH:5])=[O:4].C(O)C[OH:14].[CH2:25]1[CH2:30][CH2:29][CH:28](N=C=N[CH:25]2[CH2:30][CH2:29][CH2:28][CH2:27][CH2:26]2)[CH2:27][CH2:26]1.CCCCCCC.[C:38]([O:41][CH2:42][CH3:43])(=[O:40])[CH3:39]. Product: [O:1]=[C:2]([C:6]1[CH:11]=[CH:10][CH:9]=[CH:8][CH:7]=1)[C:3]([O:5][CH2:43][CH2:42][O:41][C:38](=[O:40])[C:39](=[O:14])[C:25]1[CH:26]=[CH:27][CH:28]=[CH:29][CH:30]=1)=[O:4]. The catalyst class is: 166. (8) Reactant: Br[CH2:2][C:3]1[CH:12]=[CH:11][C:6]([C:7]([O:9][CH3:10])=[O:8])=[CH:5][CH:4]=1.[N+:13]([C:16]1[CH:22]=[CH:21][C:19](N)=[CH:18][CH:17]=1)([O-:15])=[O:14].C(O)(=[O:25])C.C([BH3-])#N.[Na+]. Product: [CH3:10][O:9][C:7](=[O:8])[C:6]1[CH:11]=[CH:12][C:3]([CH2:2][O:25][C:19]2[CH:21]=[CH:22][C:16]([N+:13]([O-:15])=[O:14])=[CH:17][CH:18]=2)=[CH:4][CH:5]=1. The catalyst class is: 8.